Dataset: Full USPTO retrosynthesis dataset with 1.9M reactions from patents (1976-2016). Task: Predict the reactants needed to synthesize the given product. (1) The reactants are: [NH2:1][C:2]1[C:3]2[N:4]([C:13]([C@@H:35]3[CH2:40][CH2:39][CH2:38][N:37]([C:41]([C:43]4([CH3:47])[CH2:46][O:45][CH2:44]4)=[O:42])[CH2:36]3)=[N:14][C:15]=2[C:16]2[CH:21]=[CH:20][C:19]([C:22](=[O:34])[NH:23][C:24]3[CH:29]=[C:28]([C:30]([F:33])([F:32])[F:31])[CH:27]=[CH:26][N:25]=3)=[CH:18][CH:17]=2)[C:5]([C:8]([O:10]CC)=[O:9])=[CH:6][N:7]=1.[Li+].[OH-]. Given the product [NH2:1][C:2]1[C:3]2[N:4]([C:13]([C@@H:35]3[CH2:40][CH2:39][CH2:38][N:37]([C:41]([C:43]4([CH3:47])[CH2:44][O:45][CH2:46]4)=[O:42])[CH2:36]3)=[N:14][C:15]=2[C:16]2[CH:21]=[CH:20][C:19]([C:22](=[O:34])[NH:23][C:24]3[CH:29]=[C:28]([C:30]([F:32])([F:31])[F:33])[CH:27]=[CH:26][N:25]=3)=[CH:18][CH:17]=2)[C:5]([C:8]([OH:10])=[O:9])=[CH:6][N:7]=1, predict the reactants needed to synthesize it. (2) Given the product [Cl:43][C:44]1[CH:45]=[CH:46][C:47]2[N:53]3[C:54]([CH:57]([CH3:59])[CH3:58])=[N:55][N:56]=[C:52]3[CH:51]([CH2:60][C:61]([N:75]3[CH2:82][CH2:81][CH2:80][C@H:76]3[C:77]([NH2:79])=[O:78])=[O:62])[O:50][CH:49]([C:64]3[CH:69]=[CH:68][CH:67]=[C:66]([O:70][CH3:71])[C:65]=3[O:72][CH3:73])[C:48]=2[CH:74]=1, predict the reactants needed to synthesize it. The reactants are: C1CN([P+](ON2N=NC3C=CC=CC2=3)(N2CCCC2)N2CCCC2)CC1.F[P-](F)(F)(F)(F)F.C(N(CC)C(C)C)(C)C.[Cl:43][C:44]1[CH:45]=[CH:46][C:47]2[N:53]3[C:54]([CH:57]([CH3:59])[CH3:58])=[N:55][N:56]=[C:52]3[CH:51]([CH2:60][C:61](O)=[O:62])[O:50][CH:49]([C:64]3[CH:69]=[CH:68][CH:67]=[C:66]([O:70][CH3:71])[C:65]=3[O:72][CH3:73])[C:48]=2[CH:74]=1.[NH:75]1[CH2:82][CH2:81][CH2:80][C@H:76]1[C:77]([NH2:79])=[O:78]. (3) Given the product [Cl:29][C:30]1[CH:38]=[C:37]2[C:33]([C@@:34]3([C:24]4([CH2:25][CH2:26][C:21]([CH3:28])([CH3:20])[CH2:22][CH2:23]4)[N:12]4[C@@H:11]([C:10](=[O:13])[O:9][C@@H:8]([C:14]5[CH:15]=[CH:16][CH:17]=[CH:18][CH:19]=5)[C@H:7]4[C:1]4[CH:6]=[CH:5][CH:4]=[CH:3][CH:2]=4)[C@@H:40]3[C:41]3[CH:46]=[CH:45][CH:44]=[C:43]([Cl:47])[C:42]=3[F:48])[C:35](=[O:39])[NH:36]2)=[CH:32][CH:31]=1, predict the reactants needed to synthesize it. The reactants are: [C:1]1([C@H:7]2[NH:12][CH2:11][C:10](=[O:13])[O:9][C@H:8]2[C:14]2[CH:19]=[CH:18][CH:17]=[CH:16][CH:15]=2)[CH:6]=[CH:5][CH:4]=[CH:3][CH:2]=1.[CH3:20][C:21]1([CH3:28])[CH2:26][CH2:25][C:24](=O)[CH2:23][CH2:22]1.[Cl:29][C:30]1[CH:38]=[C:37]2[C:33]([C:34](=[CH:40][C:41]3[CH:46]=[CH:45][CH:44]=[C:43]([Cl:47])[C:42]=3[F:48])[C:35](=[O:39])[NH:36]2)=[CH:32][CH:31]=1. (4) Given the product [CH:1]1([C:4]2[O:8][N:7]=[C:6]([C:9]3[CH:10]=[CH:11][C:12]4[O:16][C:15]5[CH:17]=[C:18]([S:21]([NH:24][C@@H:25]([CH:30]([CH3:31])[CH3:32])[C:26]([OH:28])=[O:27])(=[O:23])=[O:22])[CH:19]=[CH:20][C:14]=5[C:13]=4[CH:33]=3)[N:5]=2)[CH2:3][CH2:2]1, predict the reactants needed to synthesize it. The reactants are: [CH:1]1([C:4]2[O:8][N:7]=[C:6]([C:9]3[CH:10]=[CH:11][C:12]4[O:16][C:15]5[CH:17]=[C:18]([S:21]([NH:24][C@@H:25]([CH:30]([CH3:32])[CH3:31])[C:26]([O:28]C)=[O:27])(=[O:23])=[O:22])[CH:19]=[CH:20][C:14]=5[C:13]=4[CH:33]=3)[N:5]=2)[CH2:3][CH2:2]1.C1COCC1.[Li+].[OH-]. (5) Given the product [OH:5][C:4]1[C:6]2[C:14]3[C:9](=[CH:10][C:11]([C:15]#[N:16])=[CH:12][CH:13]=3)[NH:8][C:7]=2[N:17]=[CH:18][N:21]=1, predict the reactants needed to synthesize it. The reactants are: C(O[C:4]([C:6]1[C:14]2[C:9](=[CH:10][C:11]([C:15]#[N:16])=[CH:12][CH:13]=2)[NH:8][C:7]=1[NH2:17])=[O:5])C.[CH:18]([O-])=O.[NH4+:21]. (6) Given the product [Cl:23][C:24]1[CH:25]=[C:26]([CH:30]2[C:34]3[NH:35][C:36]([C:38]([O:40][CH3:41])=[O:39])=[CH:37][C:33]=3[CH2:32][CH2:31]2)[CH:27]=[CH:28][CH:29]=1, predict the reactants needed to synthesize it. The reactants are: O=C1C2NC(C(OC)=O)=CC=2CC1.ClC1C=C([Mg]Br)C=CC=1.[Cl:23][C:24]1[CH:25]=[C:26]([C:30]2(O)[C:34]3[NH:35][C:36]([C:38]([O:40][CH3:41])=[O:39])=[CH:37][C:33]=3[CH2:32][CH2:31]2)[CH:27]=[CH:28][CH:29]=1.